From a dataset of Full USPTO retrosynthesis dataset with 1.9M reactions from patents (1976-2016). Predict the reactants needed to synthesize the given product. (1) Given the product [F:1][C:2]1[CH:7]=[CH:6][C:5]([C:8]2[S:16][C:15]3[C:14](=[O:17])[N:13]([CH:18]4[CH2:23][CH2:22][N:21]([C:24]([O:26][C:27]([CH3:28])([CH3:29])[CH3:30])=[O:25])[CH2:20][CH2:19]4)[C:12](=[O:31])[N:11]([CH2:41][C:42]4[CH:47]=[CH:46][C:45]([CH3:48])=[C:44]([F:49])[CH:43]=4)[C:10]=3[CH:9]=2)=[C:4]([O:32][CH3:33])[CH:3]=1, predict the reactants needed to synthesize it. The reactants are: [F:1][C:2]1[CH:7]=[CH:6][C:5]([C:8]2[S:16][C:15]3[C:14](=[O:17])[N:13]([CH:18]4[CH2:23][CH2:22][N:21]([C:24]([O:26][C:27]([CH3:30])([CH3:29])[CH3:28])=[O:25])[CH2:20][CH2:19]4)[C:12](=[O:31])[NH:11][C:10]=3[CH:9]=2)=[C:4]([O:32][CH3:33])[CH:3]=1.C(=O)([O-])[O-].[K+].[K+].Br[CH2:41][C:42]1[CH:47]=[CH:46][C:45]([CH3:48])=[C:44]([F:49])[CH:43]=1. (2) The reactants are: [C:1](=[O:20])([O:12][CH2:13][C:14]1[CH:15]=[N:16][CH:17]=[CH:18][CH:19]=1)OC1C=CC([N+]([O-])=O)=CC=1.CCN(C(C)C)C(C)C.[CH3:30][C@H:31]1[O:36][C@@H:35]([CH3:37])[CH2:34][NH:33][CH2:32]1.[ClH:38].CCOCC. Given the product [ClH:38].[CH3:37][C@H:35]1[O:36][C@@H:31]([CH3:30])[CH2:32][N:33]([C:1]([O:12][CH2:13][C:14]2[CH:15]=[N:16][CH:17]=[CH:18][CH:19]=2)=[O:20])[CH2:34]1, predict the reactants needed to synthesize it. (3) Given the product [CH:18]([C:3]1[C:4]2[C:9](=[CH:8][CH:7]=[C:6]([C:10]#[N:11])[CH:5]=2)[N:1]([CH3:15])[CH:2]=1)=[O:19], predict the reactants needed to synthesize it. The reactants are: [NH:1]1[C:9]2[C:4](=[CH:5][C:6]([C:10]#[N:11])=[CH:7][CH:8]=2)[CH:3]=[CH:2]1.[H-].[Na+].I[CH3:15].C1C[O:19][CH2:18]C1.